This data is from Full USPTO retrosynthesis dataset with 1.9M reactions from patents (1976-2016). The task is: Predict the reactants needed to synthesize the given product. (1) Given the product [CH3:14][C:10]1[CH:9]=[C:8]([C:7]2[C:2]([O:22][C:19]3[CH:20]=[CH:21][C:16]([NH2:15])=[CH:17][CH:18]=3)=[N:3][CH:4]=[CH:5][CH:6]=2)[CH:13]=[CH:12][N:11]=1, predict the reactants needed to synthesize it. The reactants are: F[C:2]1[C:7]([C:8]2[CH:13]=[CH:12][N:11]=[C:10]([CH3:14])[CH:9]=2)=[CH:6][CH:5]=[CH:4][N:3]=1.[NH2:15][C:16]1[CH:21]=[CH:20][C:19]([OH:22])=[CH:18][CH:17]=1.C(=O)([O-])[O-].[Cs+].[Cs+]. (2) Given the product [CH3:26][C:25]([CH3:28])([CH3:27])[C:24]([NH:1][C:2]1[CH:3]=[CH:4][C:5]([N:8]2[CH2:9][CH2:10][N:11]([CH3:14])[CH2:12][CH2:13]2)=[CH:6][CH:7]=1)=[O:29], predict the reactants needed to synthesize it. The reactants are: [NH2:1][C:2]1[CH:7]=[CH:6][C:5]([N:8]2[CH2:13][CH2:12][N:11]([CH3:14])[CH2:10][CH2:9]2)=[CH:4][CH:3]=1.C(N(C(C)C)C(C)C)C.[C:24](Cl)(=[O:29])[C:25]([CH3:28])([CH3:27])[CH3:26].O. (3) Given the product [Cl:19][C:5]1[C:6]([NH:8][C:9]2[CH:18]=[CH:17][CH:16]=[CH:15][C:10]=2[C:11]([NH:13][CH3:14])=[O:12])=[N:7][C:2]([NH:33][C:30]2[CH:31]=[CH:32][C:25]3[CH2:24][CH2:23][N:22]([CH2:20][CH3:21])[CH2:28][CH2:27][C:26]=3[CH:29]=2)=[N:3][CH:4]=1, predict the reactants needed to synthesize it. The reactants are: Cl[C:2]1[N:7]=[C:6]([NH:8][C:9]2[CH:18]=[CH:17][CH:16]=[CH:15][C:10]=2[C:11]([NH:13][CH3:14])=[O:12])[C:5]([Cl:19])=[CH:4][N:3]=1.[CH2:20]([N:22]1[CH2:28][CH2:27][C:26]2[CH:29]=[C:30]([NH2:33])[CH:31]=[CH:32][C:25]=2[CH2:24][CH2:23]1)[CH3:21].Cl.O1CCOCC1.C(=O)([O-])[O-].[K+].[K+]. (4) Given the product [Cl:74][C:75]1[O:79][C:78]([CH:80]2[C:17]3=[C:18]4[N:19]([CH3:34])[C:20](=[O:33])[N:21]([CH3:32])[C:22](=[O:31])[C:23]4=[C:24]([C:25]4[S:26][CH:27]=[C:28]([CH3:30])[N:29]=4)[N:16]3[CH2:15][CH:14]([CH2:35][N:36]3[C:37](=[O:46])[C:38]4[C:43](=[CH:42][CH:41]=[CH:40][CH:39]=4)[C:44]3=[O:45])[O:13]2)=[CH:77][CH:76]=1, predict the reactants needed to synthesize it. The reactants are: FC(F)(F)C(O)=O.C([Si](C)(C)[O:13][CH:14]([CH2:35][N:36]1[C:44](=[O:45])[C:43]2[C:38](=[CH:39][CH:40]=[CH:41][CH:42]=2)[C:37]1=[O:46])[CH2:15][N:16]1[C:24]([C:25]2[S:26][CH:27]=[C:28]([CH3:30])[N:29]=2)=[C:23]2[C:18]([N:19]([CH3:34])[C:20](=[O:33])[N:21]([CH3:32])[C:22]2=[O:31])=[CH:17]1)(C)(C)C.[O-]S(C(F)(F)F)(=O)=O.[Bi+3].[O-]S(C(F)(F)F)(=O)=O.[O-]S(C(F)(F)F)(=O)=O.[Cl:74][C:75]1[O:79][C:78]([CH:80]=O)=[CH:77][CH:76]=1. (5) Given the product [CH2:13]([N:20]1[C:28]2[C:23](=[CH:24][CH:25]=[C:26]([Cl:29])[CH:27]=2)[C:22]([CH:30]2[CH2:35][CH2:34][N:33]([CH2:11][C:1]3[C:10]4[C:5](=[CH:6][CH:7]=[CH:8][CH:9]=4)[CH:4]=[CH:3][CH:2]=3)[CH2:32][CH2:31]2)=[CH:21]1)[C:14]1[CH:15]=[CH:16][CH:17]=[CH:18][CH:19]=1, predict the reactants needed to synthesize it. The reactants are: [C:1]1([CH:11]=O)[C:10]2[C:5](=[CH:6][CH:7]=[CH:8][CH:9]=2)[CH:4]=[CH:3][CH:2]=1.[CH2:13]([N:20]1[C:28]2[C:23](=[CH:24][CH:25]=[C:26]([Cl:29])[CH:27]=2)[C:22]([CH:30]2[CH2:35][CH2:34][NH:33][CH2:32][CH2:31]2)=[CH:21]1)[C:14]1[CH:19]=[CH:18][CH:17]=[CH:16][CH:15]=1. (6) The reactants are: Br[C:2]1[CH:9]=[CH:8][C:7]([OH:10])=[CH:6][C:3]=1[CH:4]=[O:5].C(=O)([O-])[O-].[K+].[K+].O.[NH2:18][C:19]1[N:28]=[C:27]([C:29]([N:31]2[CH2:39][C:38]3[C:33](=[CH:34][CH:35]=[CH:36][CH:37]=3)[CH2:32]2)=[O:30])[C:26]2[C:21](=[CH:22][CH:23]=[C:24](B3OC(C)(C)C(C)(C)O3)[CH:25]=2)[N:20]=1. Given the product [NH2:18][C:19]1[N:28]=[C:27]([C:29]([N:31]2[CH2:32][C:33]3[C:38](=[CH:37][CH:36]=[CH:35][CH:34]=3)[CH2:39]2)=[O:30])[C:26]2[C:21](=[CH:22][CH:23]=[C:24]([C:2]3[CH:9]=[CH:8][C:7]([OH:10])=[CH:6][C:3]=3[CH:4]=[O:5])[CH:25]=2)[N:20]=1, predict the reactants needed to synthesize it. (7) Given the product [F:1][C@H:2]1[CH2:19][C@@:17]2([CH3:18])[C@@H:13]([CH2:14][CH2:15][C:16]2=[O:20])[C@H:12]2[C@H:3]1[C:4]1[CH:5]=[CH:6][C:7]([OH:27])=[CH:8][C:9]=1[CH2:10][C@H:11]2[CH2:21][CH2:22][CH2:23][CH2:24][CH2:25][N:28]1[CH2:32][CH2:31][CH2:30][CH2:29]1, predict the reactants needed to synthesize it. The reactants are: [F:1][C@H:2]1[CH2:19][C@@:17]2([CH3:18])[C@@H:13]([CH2:14][CH2:15][C:16]2=[O:20])[C@H:12]2[C@H:3]1[C:4]1[CH:5]=[CH:6][C:7]([OH:27])=[CH:8][C:9]=1[CH2:10][C@H:11]2[CH2:21][CH2:22][CH2:23][CH2:24][CH2:25]I.[NH:28]1[CH2:32][CH2:31][CH2:30][CH2:29]1.C(=O)(O)[O-].[Na+].